This data is from Reaction yield outcomes from USPTO patents with 853,638 reactions. The task is: Predict the reaction yield, written as a fraction of the theoretical maximum amount of product (1.0 means a 100% yield; for example, 0.34 means a 34% yield). The reactants are [C:1]([OH:6])(=[O:5])[C:2]([CH3:4])=[CH2:3].C(N([CH2:12][CH3:13])CC)C. No catalyst specified. The product is [C:1]([OH:6])(=[O:5])[C:2]([CH3:4])=[CH2:3].[C:1]1(=[O:6])[O:5][CH:2]1[CH2:12][CH3:13]. The yield is 0.856.